This data is from Reaction yield outcomes from USPTO patents with 853,638 reactions. The task is: Predict the reaction yield, written as a fraction of the theoretical maximum amount of product (1.0 means a 100% yield; for example, 0.34 means a 34% yield). (1) The reactants are [CH3:1][N:2]1[CH2:7][CH2:6][N:5]([C:8]2[CH:16]=[C:15]3[C:11]([CH:12]=[C:13]([C:27]4[CH:32]=[CH:31][C:30]([NH2:33])=[C:29]([N+:34]([O-])=O)[CH:28]=4)[N:14]3[S:17]([C:20]3[CH:25]=[CH:24][C:23]([CH3:26])=[CH:22][CH:21]=3)(=[O:19])=[O:18])=[CH:10][CH:9]=2)[CH2:4][CH2:3]1.[C:37]([C:39]1[CH:44]=[CH:43][CH:42]=[CH:41][N:40]=1)#N.C[O-].[Na+].C(O)(=O)C. The catalyst is CO.CC(O)=O.[Pd].CO. The product is [CH3:1][N:2]1[CH2:7][CH2:6][N:5]([C:8]2[CH:16]=[C:15]3[C:11]([CH:12]=[C:13]([C:27]4[CH:32]=[CH:31][C:30]5[N:33]=[C:37]([C:39]6[CH:44]=[CH:43][CH:42]=[CH:41][N:40]=6)[NH:34][C:29]=5[CH:28]=4)[N:14]3[S:17]([C:20]3[CH:25]=[CH:24][C:23]([CH3:26])=[CH:22][CH:21]=3)(=[O:19])=[O:18])=[CH:10][CH:9]=2)[CH2:4][CH2:3]1. The yield is 0.150. (2) The reactants are Br[C:2]1[C:7]([C:8]([F:11])([F:10])[F:9])=[CH:6][C:5]([NH:12][C:13]2[N:17]=[C:16]([NH2:18])[NH:15][N:14]=2)=[CH:4][C:3]=1[Cl:19].[F:20][C:21]1[CH:22]=[C:23](B(O)O)[CH:24]=[CH:25][C:26]=1[C:27](=[O:30])[NH:28][CH3:29].C(=O)([O-])[O-].[Na+].[Na+].O. The catalyst is C1C=CC([P]([Pd]([P](C2C=CC=CC=2)(C2C=CC=CC=2)C2C=CC=CC=2)([P](C2C=CC=CC=2)(C2C=CC=CC=2)C2C=CC=CC=2)[P](C2C=CC=CC=2)(C2C=CC=CC=2)C2C=CC=CC=2)(C2C=CC=CC=2)C2C=CC=CC=2)=CC=1. The product is [NH2:18][C:16]1[NH:15][N:14]=[C:13]([NH:12][C:5]2[CH:6]=[C:7]([C:8]([F:11])([F:10])[F:9])[C:2]([C:23]3[CH:24]=[CH:25][C:26]([C:27]([NH:28][CH3:29])=[O:30])=[C:21]([F:20])[CH:22]=3)=[C:3]([Cl:19])[CH:4]=2)[N:17]=1. The yield is 0.470. (3) The reactants are C(N(CC)CC)C.[CH3:8][N:9]=[C:10]=[O:11].[Cl:12][C:13]1[CH:18]=[C:17]([C:19]([F:22])([F:21])[F:20])[CH:16]=[C:15]([Cl:23])[C:14]=1[O:24][C:25]1[CH:29]=[C:28]([CH3:30])[NH:27][N:26]=1.Cl. The catalyst is C(OCC)(=O)C. The product is [CH3:8][NH:9][C:10]([N:27]1[C:28]([CH3:30])=[CH:29][C:25]([O:24][C:14]2[C:15]([Cl:23])=[CH:16][C:17]([C:19]([F:22])([F:20])[F:21])=[CH:18][C:13]=2[Cl:12])=[N:26]1)=[O:11]. The yield is 0.590.